This data is from Full USPTO retrosynthesis dataset with 1.9M reactions from patents (1976-2016). The task is: Predict the reactants needed to synthesize the given product. (1) Given the product [OH:28][C:7]([CH3:26])([CH2:6][CH2:5][C:4]1[C:9](=[O:8])[C:10]([CH3:13])=[C:11]([CH3:12])[C:2](=[O:1])[C:3]=1[CH3:27])[C:14]([NH:16][CH2:17][CH2:18][CH2:19][N:20]1[CH2:25][CH2:24][O:23][CH2:22][CH2:21]1)=[O:15], predict the reactants needed to synthesize it. The reactants are: [OH:1][C:2]1[C:3]([CH3:27])=[C:4]2[C:9](=[C:10]([CH3:13])[C:11]=1[CH3:12])[O:8][C:7]([CH3:26])([C:14]([NH:16][CH2:17][CH2:18][CH2:19][N:20]1[CH2:25][CH2:24][O:23][CH2:22][CH2:21]1)=[O:15])[CH2:6][CH2:5]2.[O:28]=[N+]([O-])[O-].[O-][N+](=O)[O-].[O-][N+](=O)[O-].[O-][N+](=O)[O-].[O-][N+](=O)[O-].[O-][N+](=O)[O-].[Ce+4].[NH4+].[NH4+].[Na+].[Cl-].C([O-])(O)=O.[Na+]. (2) Given the product [NH2:13][CH2:12][CH2:11][O:10][C@:8]([C@@H:24]1[CH2:29][CH2:28][CH2:27][N:26]([C:30]([O:32][C:33]([CH3:36])([CH3:35])[CH3:34])=[O:31])[CH2:25]1)([C:4]1[CH:5]=[CH:6][CH:7]=[C:2]([Cl:1])[CH:3]=1)[CH3:9], predict the reactants needed to synthesize it. The reactants are: [Cl:1][C:2]1[CH:3]=[C:4]([C@@:8]([C@@H:24]2[CH2:29][CH2:28][CH2:27][N:26]([C:30]([O:32][C:33]([CH3:36])([CH3:35])[CH3:34])=[O:31])[CH2:25]2)([O:10][CH2:11][CH2:12][N:13]2C(=O)C3C(=CC=CC=3)C2=O)[CH3:9])[CH:5]=[CH:6][CH:7]=1.O.NN. (3) Given the product [CH3:11][S:12]([O:1][CH2:2][CH2:3][CH:4]([CH2:8][CH2:9][O:10][S:12]([CH3:11])(=[O:14])=[O:13])[CH2:5][CH2:6][O:7][S:12]([CH3:11])(=[O:14])=[O:13])(=[O:14])=[O:13], predict the reactants needed to synthesize it. The reactants are: [OH:1][CH2:2][CH2:3][CH:4]([CH2:8][CH2:9][OH:10])[CH2:5][CH2:6][OH:7].[CH3:11][S:12](Cl)(=[O:14])=[O:13].N1C=CC=CC=1.Cl. (4) Given the product [Cl:1][C:2]1[N:3]=[C:4]([NH:22][C:23]2[CH:31]=[CH:30][C:29]([O:32][CH3:33])=[CH:28][C:24]=2[C:25]([NH2:27])=[O:26])[C:5]2[CH:10]=[CH:9][N:8]([S:11]([C:14]3[CH:19]=[CH:18][C:17]([CH3:20])=[CH:16][CH:15]=3)(=[O:13])=[O:12])[C:6]=2[N:7]=1, predict the reactants needed to synthesize it. The reactants are: [Cl:1][C:2]1[N:3]=[C:4](Cl)[C:5]2[CH:10]=[CH:9][N:8]([S:11]([C:14]3[CH:19]=[CH:18][C:17]([CH3:20])=[CH:16][CH:15]=3)(=[O:13])=[O:12])[C:6]=2[N:7]=1.[NH2:22][C:23]1[CH:31]=[CH:30][C:29]([O:32][CH3:33])=[CH:28][C:24]=1[C:25]([NH2:27])=[O:26]. (5) Given the product [NH2:20][C:17]1[CH:18]=[CH:19][C:14]([C:11]2[C:10]([C:23]([NH2:25])=[O:24])=[C:9]([NH:8][C:7]([NH:6][CH2:5][CH2:4][CH2:3][O:2][CH3:1])=[O:26])[S:13][N:12]=2)=[CH:15][CH:16]=1, predict the reactants needed to synthesize it. The reactants are: [CH3:1][O:2][CH2:3][CH2:4][CH2:5][NH:6][C:7](=[O:26])[NH:8][C:9]1[S:13][N:12]=[C:11]([C:14]2[CH:19]=[CH:18][C:17]([N+:20]([O-])=O)=[CH:16][CH:15]=2)[C:10]=1[C:23]([NH2:25])=[O:24].[H][H]. (6) Given the product [CH3:23][C:21]([O:24][C:25]1[CH:30]=[CH:29][C:28]([O:31][C:32]2[CH:37]=[CH:36][CH:35]=[C:34]([CH2:38][NH:39][C:6](=[O:8])[C:5]3[CH:9]=[CH:10][C:11]([C:13]([F:16])([F:15])[F:14])=[CH:12][C:4]=3[N+:1]([O-:3])=[O:2])[CH:33]=2)=[CH:27][C:26]=1[CH3:40])([CH3:22])[C:20]([OH:42])=[O:19], predict the reactants needed to synthesize it. The reactants are: [N+:1]([C:4]1[CH:12]=[C:11]([C:13]([F:16])([F:15])[F:14])[CH:10]=[CH:9][C:5]=1[C:6]([OH:8])=O)([O-:3])=[O:2].C([O:19][C:20](=[O:42])[C:21]([O:24][C:25]1[CH:30]=[CH:29][C:28]([O:31][C:32]2[CH:37]=[CH:36][CH:35]=[C:34]([CH2:38][NH2:39])[CH:33]=2)=[CH:27][C:26]=1[CH2:40]C)([CH3:23])[CH3:22])C.